This data is from Full USPTO retrosynthesis dataset with 1.9M reactions from patents (1976-2016). The task is: Predict the reactants needed to synthesize the given product. (1) Given the product [Br:13][CH:10]([CH3:11])[C:9]([C:6]1[CH:7]=[CH:8][C:3]([O:2][CH3:1])=[CH:4][CH:5]=1)=[O:12], predict the reactants needed to synthesize it. The reactants are: [CH3:1][O:2][C:3]1[CH:8]=[CH:7][C:6]([C:9](=[O:12])[CH2:10][CH3:11])=[CH:5][CH:4]=1.[Br-:13]. (2) Given the product [Cl:1][C:2]1[CH:10]=[C:9]([NH:11][C:12]2[CH:17]=[CH:16][CH:15]=[CH:14][C:13]=2[S:18][CH3:19])[C:5]([C:6]([NH2:22])=[O:7])=[CH:4][N:3]=1, predict the reactants needed to synthesize it. The reactants are: [Cl:1][C:2]1[CH:10]=[C:9]([NH:11][C:12]2[CH:17]=[CH:16][CH:15]=[CH:14][C:13]=2[S:18][CH3:19])[C:5]([C:6](O)=[O:7])=[CH:4][N:3]=1.Cl.C[N:22](C)CCCN=C=NCC.ON1C2C=CC=CC=2N=N1.[Cl-].[NH4+]. (3) Given the product [CH3:40][O:39][CH2:38][CH2:37][N:35]([CH3:36])[C:32]1[CH:33]=[CH:34][C:29]([NH:28][C:15]2[N:16]=[C:17]([O:18][C:19]3[CH:24]=[CH:23][CH:22]=[C:21]([N+:25]([O-:27])=[O:26])[CH:20]=3)[C:12]3[CH:11]=[CH:10][NH:9][C:13]=3[N:14]=2)=[CH:30][N:31]=1, predict the reactants needed to synthesize it. The reactants are: C(OC[N:9]1[C:13]2[N:14]=[C:15]([NH:28][C:29]3[CH:30]=[N:31][C:32]([N:35]([CH2:37][CH2:38][O:39][CH3:40])[CH3:36])=[CH:33][CH:34]=3)[N:16]=[C:17]([O:18][C:19]3[CH:24]=[CH:23][CH:22]=[C:21]([N+:25]([O-:27])=[O:26])[CH:20]=3)[C:12]=2[CH:11]=[CH:10]1)(=O)C(C)(C)C.CO.[OH-].[Na+].C1COCC1. (4) The reactants are: [NH2:1][N:2]1[N:11]=[C:10]([C:12]2[CH:17]=[CH:16][C:15]([Cl:18])=[CH:14][CH:13]=2)[C:9]2[C:4](=[CH:5][CH:6]=[CH:7][CH:8]=2)[C:3]1=[O:19].[CH3:20][C:21]1[CH:26]=[CH:25][C:24]([CH2:27][C:28](O)=[O:29])=[CH:23][CH:22]=1. Given the product [Cl:18][C:15]1[CH:16]=[CH:17][C:12]([C:10]2[C:9]3[C:4](=[CH:5][CH:6]=[CH:7][CH:8]=3)[C:3](=[O:19])[N:2]([NH:1][C:28](=[O:29])[CH2:27][C:24]3[CH:25]=[CH:26][C:21]([CH3:20])=[CH:22][CH:23]=3)[N:11]=2)=[CH:13][CH:14]=1, predict the reactants needed to synthesize it. (5) Given the product [Cl:24][C:3]1[CH:2]=[CH:7][C:6]([S:8]([NH:11][C:12]2[CH:13]=[N:14][C:15]3[C:20]([CH:21]=2)=[CH:19][CH:18]=[CH:17][CH:16]=3)(=[O:9])=[O:10])=[C:5]([O:22][CH3:23])[CH:4]=1, predict the reactants needed to synthesize it. The reactants are: Br[C:2]1[C:3]([Cl:24])=[CH:4][C:5]([O:22][CH3:23])=[C:6]([S:8]([NH:11][C:12]2[CH:13]=[N:14][C:15]3[C:20]([CH:21]=2)=[CH:19][CH:18]=[CH:17][CH:16]=3)(=[O:10])=[O:9])[CH:7]=1.[Li]CCCC.